The task is: Predict which catalyst facilitates the given reaction.. This data is from Catalyst prediction with 721,799 reactions and 888 catalyst types from USPTO. (1) Reactant: Br[CH2:2][CH2:3][O:4][C:5]([NH:7][CH2:8][CH2:9][C:10]1[CH:15]=[CH:14][CH:13]=[CH:12][C:11]=1[C:16]1[CH:21]=[CH:20][C:19]([C@@H:22]2[C@@:27]([OH:42])([C:28]3[CH:33]=[CH:32][C:31]([CH2:34][O:35][CH2:36][C@@H:37]([CH3:41])[CH2:38][O:39][CH3:40])=[CH:30][CH:29]=3)[CH2:26][CH2:25][N:24]([C:43]([O:45][C:46]([CH3:49])([CH3:48])[CH3:47])=[O:44])[CH2:23]2)=[C:18]([CH3:50])[CH:17]=1)=[O:6].[H-].[Na+]. Product: [OH:42][C@:27]1([C:28]2[CH:29]=[CH:30][C:31]([CH2:34][O:35][CH2:36][C@@H:37]([CH3:41])[CH2:38][O:39][CH3:40])=[CH:32][CH:33]=2)[CH2:26][CH2:25][N:24]([C:43]([O:45][C:46]([CH3:49])([CH3:47])[CH3:48])=[O:44])[CH2:23][C@@H:22]1[C:19]1[CH:20]=[CH:21][C:16]([C:11]2[CH:12]=[CH:13][CH:14]=[CH:15][C:10]=2[CH2:9][CH2:8][N:7]2[CH2:2][CH2:3][O:4][C:5]2=[O:6])=[CH:17][C:18]=1[CH3:50]. The catalyst class is: 3. (2) Reactant: [Br:1][C:2]1[CH:9]=[CH:8][C:5]([CH2:6][OH:7])=[CH:4][CH:3]=1.N1C=CN=C1.[C:15]([Si:19]([CH3:22])([CH3:21])Cl)([CH3:18])([CH3:17])[CH3:16].O. Product: [Br:1][C:2]1[CH:9]=[CH:8][C:5]([CH2:6][O:7][Si:19]([C:15]([CH3:18])([CH3:17])[CH3:16])([CH3:22])[CH3:21])=[CH:4][CH:3]=1. The catalyst class is: 9.